This data is from Catalyst prediction with 721,799 reactions and 888 catalyst types from USPTO. The task is: Predict which catalyst facilitates the given reaction. (1) Reactant: [Cl:1][C:2]1[C:9]([F:10])=[CH:8][CH:7]=[C:6]([F:11])[C:3]=1[CH:4]=O.Cl.[NH2:13][OH:14].C([O-])(=O)C.[Na+]. Product: [Cl:1][C:2]1[C:9]([F:10])=[CH:8][CH:7]=[C:6]([F:11])[C:3]=1[CH:4]=[N:13][OH:14]. The catalyst class is: 8. (2) Reactant: [F:1][C:2]([F:41])([F:40])[C:3]1[CH:4]=[C:5]([C@H:13]2[O:17][C:16](=[O:18])[N:15]([CH2:19][C:20]3[C:21]([NH:30][CH:31]4[CH2:36][CH2:35][NH:34][CH:33]([CH2:37][CH3:38])[CH2:32]4)=[N:22][CH:23]=[C:24]([C:26]([F:29])([F:28])[F:27])[CH:25]=3)[C@H:14]2[CH3:39])[CH:6]=[C:7]([C:9]([F:12])([F:11])[F:10])[CH:8]=1.[CH3:42]I. Product: [F:10][C:9]([F:12])([F:11])[C:7]1[CH:6]=[C:5]([C@H:13]2[O:17][C:16](=[O:18])[N:15]([CH2:19][C:20]3[C:21]([NH:30][CH:31]4[CH2:36][CH2:35][N:34]([CH3:42])[CH:33]([CH2:37][CH3:38])[CH2:32]4)=[N:22][CH:23]=[C:24]([C:26]([F:28])([F:29])[F:27])[CH:25]=3)[C@H:14]2[CH3:39])[CH:4]=[C:3]([C:2]([F:1])([F:40])[F:41])[CH:8]=1. The catalyst class is: 1. (3) Product: [CH3:13][O:12][C:9]1[CH:10]=[CH:11][C:6]([CH2:5][CH2:4][CH2:3][CH2:2][N:14]2[CH:18]=[CH:17][N:16]=[N:15]2)=[CH:7][CH:8]=1. The catalyst class is: 35. Reactant: Cl[CH2:2][CH2:3][CH2:4][CH2:5][C:6]1[CH:11]=[CH:10][C:9]([O:12][CH3:13])=[CH:8][CH:7]=1.[NH:14]1[CH:18]=[CH:17][N:16]=[N:15]1.[I-].[K+].C(OCC)(=O)C. (4) The catalyst class is: 3. Product: [CH3:53][N:54]1[C:58]([NH:59][C:6](=[O:8])[C:5]2[CH:9]=[CH:10][C:2]([CH3:1])=[C:3]([B:11]3[O:15][C:14]([CH3:17])([CH3:16])[C:13]([CH3:18])([CH3:19])[O:12]3)[CH:4]=2)=[C:57]([CH3:60])[CH:56]=[N:55]1. Reactant: [CH3:1][C:2]1[CH:10]=[CH:9][C:5]([C:6]([OH:8])=O)=[CH:4][C:3]=1[B:11]1[O:15][C:14]([CH3:17])([CH3:16])[C:13]([CH3:19])([CH3:18])[O:12]1.CCN(C(C)C)C(C)C.CN(C(ON1N=NC2C=CC=NC1=2)=[N+](C)C)C.F[P-](F)(F)(F)(F)F.[CH3:53][N:54]1[C:58]([NH2:59])=[C:57]([CH3:60])[CH:56]=[N:55]1. (5) Reactant: [CH2:1]([O:3][C:4]([C:6]1[C:10]([C:11]2[CH:16]=[CH:15][C:14]([Br:17])=[CH:13][CH:12]=2)=[CH:9][S:8][C:7]=1[NH:18][C:19](=[O:23])[CH2:20][C:21]#[N:22])=[O:5])[CH3:2].S(Cl)([Cl:27])(=O)=O. Product: [CH2:1]([O:3][C:4]([C:6]1[C:10]([C:11]2[CH:16]=[CH:15][C:14]([Br:17])=[CH:13][CH:12]=2)=[C:9]([Cl:27])[S:8][C:7]=1[NH:18][C:19](=[O:23])[CH2:20][C:21]#[N:22])=[O:5])[CH3:2]. The catalyst class is: 2. (6) Reactant: [CH3:1][O:2][C:3]1[CH:4]=[C:5]([CH:9]=[CH:10][CH:11]=1)[C:6]([OH:8])=O.[NH:12]1[CH2:16][CH2:15][CH2:14][CH2:13]1.CN(C(ON1N=NC2C=CC=NC1=2)=[N+](C)C)C.F[P-](F)(F)(F)(F)F.CCN(C(C)C)C(C)C. The catalyst class is: 18. Product: [CH3:1][O:2][C:3]1[CH:4]=[C:5]([C:6]([N:12]2[CH2:16][CH2:15][CH2:14][CH2:13]2)=[O:8])[CH:9]=[CH:10][CH:11]=1. (7) Reactant: Br[C:2]1[CH:6]=[CH:5][S:4][C:3]=1[CH:7]=[O:8].[F:9][C:10]([F:21])([F:20])[C:11]1[CH:12]=[C:13](B(O)O)[CH:14]=[CH:15][CH:16]=1.C(=O)([O-])[O-].[Na+].[Na+].O. Product: [F:9][C:10]([F:21])([F:20])[C:11]1[CH:12]=[CH:13][C:14]([C:6]2[CH:2]=[C:3]([CH:7]=[O:8])[S:4][CH:5]=2)=[CH:15][CH:16]=1. The catalyst class is: 837. (8) Reactant: [F:1][C:2]1[CH:7]=[CH:6][C:5]([N:8]2[C:16]3[CH:15]=[C:14]4[CH2:17][CH2:18][CH2:19][C@@H:20]5[CH2:27][C@:24]6([CH2:26][O:25]6)[CH2:23][CH2:22][C@:21]5([CH2:28][C:29]5[CH:34]=[CH:33][CH:32]=[CH:31][N:30]=5)[C:13]4=[CH:12][C:11]=3[CH:10]=[N:9]2)=[CH:4][CH:3]=1.[BH4-].[Na+]. Product: [F:1][C:2]1[CH:3]=[CH:4][C:5]([N:8]2[C:16]3[CH:15]=[C:14]4[CH2:17][CH2:18][CH2:19][C@@H:20]5[CH2:27][C@@:24]([CH3:26])([OH:25])[CH2:23][CH2:22][C@:21]5([CH2:28][C:29]5[CH:34]=[CH:33][CH:32]=[CH:31][N:30]=5)[C:13]4=[CH:12][C:11]=3[CH:10]=[N:9]2)=[CH:6][CH:7]=1.[F:1][C:2]1[CH:3]=[CH:4][C:5]([N:8]2[C:16]3[CH:15]=[C:14]4[CH2:17][CH2:18][CH2:19][C@H:20]5[CH2:27][C@:24]([CH3:26])([OH:25])[CH2:23][CH2:22][C@@:21]5([CH2:28][C:29]5[CH:34]=[CH:33][CH:32]=[CH:31][N:30]=5)[C:13]4=[CH:12][C:11]=3[CH:10]=[N:9]2)=[CH:6][CH:7]=1. The catalyst class is: 14.